Predict the reaction yield, written as a fraction of the theoretical maximum amount of product (1.0 means a 100% yield; for example, 0.34 means a 34% yield). From a dataset of Reaction yield outcomes from USPTO patents with 853,638 reactions. (1) The catalyst is C(O)C. The product is [OH:9][NH:10][C:1](=[NH:8])[C:2]1[CH:7]=[CH:6][N:5]=[CH:4][CH:3]=1. The yield is 1.00. The reactants are [C:1](#[N:8])[C:2]1[CH:7]=[CH:6][N:5]=[CH:4][CH:3]=1.[OH:9][NH2:10]. (2) The reactants are [CH2:1]([O:3][C:4](=[O:20])[C:5]1[CH:10]=[CH:9][C:8]([O:11][C:12]2[CH:17]=[CH:16][C:15]([CH:18]=O)=[CH:14][CH:13]=2)=[N:7][CH:6]=1)[CH3:2].COC(OC)OC.[CH2:28]([NH2:36])[CH2:29][C:30]1[CH:35]=[CH:34][CH:33]=[CH:32][CH:31]=1.[BH4-].[Na+]. The yield is 0.990. The catalyst is CO. The product is [CH2:1]([O:3][C:4](=[O:20])[C:5]1[CH:10]=[CH:9][C:8]([O:11][C:12]2[CH:17]=[CH:16][C:15]([CH2:18][NH:36][CH2:28][CH2:29][C:30]3[CH:35]=[CH:34][CH:33]=[CH:32][CH:31]=3)=[CH:14][CH:13]=2)=[N:7][CH:6]=1)[CH3:2]. (3) The reactants are [O:1]1[CH2:3][C@@H:2]1[CH2:4][O:5][C:6]1[CH:7]=[C:8]([C:12]2[CH:13]=[CH:14][CH:15]=[C:16]3[C:21]=2[N:20]=[CH:19][CH:18]=[CH:17]3)[CH:9]=[CH:10][CH:11]=1.[CH2:22]1[C:31]2[C:26](=[CH:27][CH:28]=[CH:29][CH:30]=2)[CH2:25][CH2:24][NH:23]1. The catalyst is CCO. The product is [CH2:22]1[C:31]2[C:26](=[CH:27][CH:28]=[CH:29][CH:30]=2)[CH2:25][CH2:24][N:23]1[CH2:3][C@@H:2]([OH:1])[CH2:4][O:5][C:6]1[CH:11]=[CH:10][CH:9]=[C:8]([C:12]2[CH:13]=[CH:14][CH:15]=[C:16]3[C:21]=2[N:20]=[CH:19][CH:18]=[CH:17]3)[CH:7]=1. The yield is 0.268. (4) The reactants are [F:1][C:2]1([F:17])[O:6][C:5]2[CH:7]=[CH:8][C:9]([C:11]3([C:14]([OH:16])=O)[CH2:13][CH2:12]3)=[CH:10][C:4]=2[O:3]1.C(Cl)(=O)C(Cl)=O.[NH2:24][CH:25]1[CH2:30][CH2:29][O:28][CH:27]([C:31]2[CH:32]=[C:33]([CH:38]=[CH:39][CH:40]=2)[C:34]([O:36][CH3:37])=[O:35])[CH2:26]1.C(N(CC)CC)C. The catalyst is ClCCl.CN(C)C=O. The product is [F:17][C:2]1([F:1])[O:6][C:5]2[CH:7]=[CH:8][C:9]([C:11]3([C:14]([NH:24][C@H:25]4[CH2:30][CH2:29][O:28][C@@H:27]([C:31]5[CH:32]=[C:33]([CH:38]=[CH:39][CH:40]=5)[C:34]([O:36][CH3:37])=[O:35])[CH2:26]4)=[O:16])[CH2:12][CH2:13]3)=[CH:10][C:4]=2[O:3]1. The yield is 0.300. (5) The reactants are [OH-].[K+].[Br:3][CH2:4][CH2:5]Br.[C:7]([O:11][C:12]1[CH:17]=[CH:16][C:15]([OH:18])=[CH:14][CH:13]=1)([CH3:10])([CH3:9])[CH3:8].O. The catalyst is CO.C(Cl)(Cl)Cl. The product is [C:7]([O:11][C:12]1[CH:13]=[CH:14][C:15]([O:18][CH2:5][CH2:4][Br:3])=[CH:16][CH:17]=1)([CH3:10])([CH3:8])[CH3:9]. The yield is 0.280. (6) The reactants are [H-].[H-].[H-].[H-].[Li+].[Al+3].[OH:7][CH:8]1[CH2:11][N:10]([C:12](=O)[C@@H:13]([NH:18][C:19](=O)OC(C)(C)C)[C@@H:14]([CH3:17])[CH2:15][CH3:16])[CH2:9]1.O.[OH-].[Na+]. The catalyst is C1COCC1. The product is [CH3:17][C@@H:14]([CH2:15][CH3:16])[C@H:13]([NH:18][CH3:19])[CH2:12][N:10]1[CH2:9][CH:8]([OH:7])[CH2:11]1. The yield is 0.860. (7) The reactants are [OH-].[Na+].C(#N)C.[NH2:6][C:7]1[NH:8][C:9]2[CH:15]=[CH:14][CH:13]=[CH:12][C:10]=2[N:11]=1.[CH3:16][N:17]([CH3:22])[S:18](Cl)(=[O:20])=[O:19]. The catalyst is O. The product is [CH3:16][N:17]([CH3:22])[S:18]([N:8]1[C:9]2[CH:15]=[CH:14][CH:13]=[CH:12][C:10]=2[N:11]=[C:7]1[NH2:6])(=[O:20])=[O:19]. The yield is 0.900.